From a dataset of Catalyst prediction with 721,799 reactions and 888 catalyst types from USPTO. Predict which catalyst facilitates the given reaction. Reactant: Cl[C:2]1[N:7]=[CH:6][N:5]=[C:4]([NH:8][C:9]2[CH:14]=[CH:13][C:12]([NH:15][C:16](=[O:22])[O:17][C:18]([CH3:21])([CH3:20])[CH3:19])=[CH:11][CH:10]=2)[CH:3]=1.[CH:23]1[C:31]2[C:30]3[CH:32]=[CH:33][CH:34]=[CH:35][C:29]=3[O:28][C:27]=2[C:26](B(O)O)=[CH:25][CH:24]=1.C([O-])([O-])=O.[Na+].[Na+]. Product: [CH:23]1[C:31]2[C:30]3[CH:32]=[CH:33][CH:34]=[CH:35][C:29]=3[O:28][C:27]=2[C:26]([C:2]2[N:7]=[CH:6][N:5]=[C:4]([NH:8][C:9]3[CH:14]=[CH:13][C:12]([NH:15][C:16](=[O:22])[O:17][C:18]([CH3:21])([CH3:20])[CH3:19])=[CH:11][CH:10]=3)[CH:3]=2)=[CH:25][CH:24]=1. The catalyst class is: 216.